This data is from Forward reaction prediction with 1.9M reactions from USPTO patents (1976-2016). The task is: Predict the product of the given reaction. (1) The product is: [CH3:7][N:8]1[CH2:13][CH2:12][N:11]2[C:14]3[CH:20]=[CH:19][C:18]([CH2:21][OH:22])=[CH:17][C:15]=3[N:16]=[C:10]2[CH2:9]1. Given the reactants [H-].[Al+3].[Li+].[H-].[H-].[H-].[CH3:7][N:8]1[CH2:13][CH2:12][N:11]2[C:14]3[CH:20]=[CH:19][C:18]([C:21](OCC)=[O:22])=[CH:17][C:15]=3[N:16]=[C:10]2[CH2:9]1.C(=O)(O)[O-].[Na+].C(OCC)(=O)C, predict the reaction product. (2) The product is: [F:7][B-:8]([F:11])([F:10])[F:9].[NH2+:1]1[CH2:5][CH2:4][CH2:3][C:2]1=[O:6]. Given the reactants [NH:1]1[CH2:5][CH2:4][CH2:3][C:2]1=[O:6].[F:7][B-:8]([F:11])([F:10])[F:9].[H+], predict the reaction product. (3) The product is: [C:2]1([CH:9]=[CH:8][C:3]2[CH:4]=[CH:5][CH:6]=[CH:7][CH:2]=2)[CH:7]=[CH:6][CH:5]=[CH:4][C:3]=1[C:8]1[CH:13]=[C:12]([C:14]2[CH:19]=[CH:18][CH:17]=[CH:16][C:15]=2[CH:28]=[CH:29][C:30]2[CH:35]=[CH:34][CH:33]=[CH:32][CH:31]=2)[CH:11]=[C:10]([C:21]2[CH:26]=[CH:25][CH:24]=[CH:23][C:22]=2[CH:11]=[CH:12][C:14]2[CH:19]=[CH:18][CH:17]=[CH:16][CH:15]=2)[CH:9]=1. Given the reactants Br[C:2]1[CH:7]=[CH:6][CH:5]=[CH:4][C:3]=1[C:8]1[CH:13]=[C:12]([C:14]2[CH:19]=[CH:18][CH:17]=[CH:16][C:15]=2Br)[CH:11]=[C:10]([C:21]2[CH:26]=[CH:25][CH:24]=[CH:23][C:22]=2Br)[CH:9]=1.[CH2:28]=[CH:29][C:30]1[CH:35]=[CH:34][CH:33]=[CH:32][CH:31]=1.C([O-])([O-])=O.[K+].[K+].[Cl-].[K+], predict the reaction product.